Dataset: Reaction yield outcomes from USPTO patents with 853,638 reactions. Task: Predict the reaction yield, written as a fraction of the theoretical maximum amount of product (1.0 means a 100% yield; for example, 0.34 means a 34% yield). (1) The reactants are [F:1][CH:2]([F:14])[C:3]1[CH:4]=[C:5]([N+:11]([O-])=O)[C:6]([O:9][CH3:10])=[N:7][CH:8]=1. The catalyst is [Pd].CO. The product is [F:14][CH:2]([F:1])[C:3]1[CH:4]=[C:5]([NH2:11])[C:6]([O:9][CH3:10])=[N:7][CH:8]=1. The yield is 0.560. (2) The reactants are [C:1]([O:5][C:6]([NH:8][C:9]([CH2:15][CH3:16])([CH2:13][CH3:14])[C:10](O)=[O:11])=[O:7])([CH3:4])([CH3:3])[CH3:2].[CH3:17][N:18](C(ON1N=NC2C=CC=CC1=2)=[N+](C)C)C.F[P-](F)(F)(F)(F)F.CCN(CC)CC.Cl.CN. The catalyst is CN(C=O)C.O. The product is [CH3:17][NH:18][C:10]([C:9]([NH:8][C:6](=[O:7])[O:5][C:1]([CH3:4])([CH3:3])[CH3:2])([CH2:15][CH3:16])[CH2:13][CH3:14])=[O:11]. The yield is 0.450. (3) The reactants are Br[C:2]1[CH:36]=[CH:35][C:5]([C:6]([NH:8][S:9]([C:12]2[CH:17]=[CH:16][C:15]([CH2:18][O:19][Si:20]([C:23]([CH3:26])([CH3:25])[CH3:24])([CH3:22])[CH3:21])=[CH:14][C:13]=2[S:27](=[O:34])(=[O:33])[NH:28][C:29]([CH3:32])([CH3:31])[CH3:30])(=[O:11])=[O:10])=[O:7])=[CH:4][CH:3]=1.[O:37]1[C:41]2[CH:42]=[CH:43][CH:44]=[CH:45][C:40]=2[CH:39]=[C:38]1B(O)O.C(=O)([O-])[O-].[K+].[K+]. The catalyst is O1CCCC1.O.C1C=CC(P(C2C=CC=CC=2)[C-]2C=CC=C2)=CC=1.C1C=CC(P(C2C=CC=CC=2)[C-]2C=CC=C2)=CC=1.Cl[Pd]Cl.[Fe+2]. The product is [O:37]1[C:41]2[CH:42]=[CH:43][CH:44]=[CH:45][C:40]=2[CH:39]=[C:38]1[C:2]1[CH:3]=[CH:4][C:5]([C:6]([NH:8][S:9]([C:12]2[CH:17]=[CH:16][C:15]([CH2:18][O:19][Si:20]([C:23]([CH3:24])([CH3:25])[CH3:26])([CH3:22])[CH3:21])=[CH:14][C:13]=2[S:27](=[O:33])(=[O:34])[NH:28][C:29]([CH3:30])([CH3:32])[CH3:31])(=[O:11])=[O:10])=[O:7])=[CH:35][CH:36]=1. The yield is 0.250. (4) The reactants are [F:1][C:2]1[CH:3]=[C:4]([N+:10]([O-:12])=[O:11])[CH:5]=[C:6]([F:9])[C:7]=1F.[Cl:13][C:14]1[CH:19]=[CH:18][C:17]([OH:20])=[CH:16][CH:15]=1.C([O-])([O-])=O.[Cs+].[Cs+]. The catalyst is CN(C=O)C. The product is [Cl:13][C:14]1[CH:19]=[CH:18][C:17]([O:20][C:7]2[C:6]([F:9])=[CH:5][C:4]([N+:10]([O-:12])=[O:11])=[CH:3][C:2]=2[F:1])=[CH:16][CH:15]=1. The yield is 1.06. (5) The yield is 0.340. The product is [O:1]1[C:5]2[CH:6]=[CH:7][C:8]([C:10]3([C:13]([NH:15][C:16]4[CH:21]=[CH:20][C:19]([CH2:22][OH:23])=[C:18]([C:32]5[CH:33]=[CH:34][C:29]([C:27]([N:26]([CH3:38])[CH3:25])=[O:28])=[CH:30][CH:31]=5)[CH:17]=4)=[O:14])[CH2:12][CH2:11]3)=[CH:9][C:4]=2[O:3][CH2:2]1. The reactants are [O:1]1[C:5]2[CH:6]=[CH:7][C:8]([C:10]3([C:13]([NH:15][C:16]4[CH:21]=[CH:20][C:19]([CH2:22][OH:23])=[C:18](Br)[CH:17]=4)=[O:14])[CH2:12][CH2:11]3)=[CH:9][C:4]=2[O:3][CH2:2]1.[CH3:25][N:26]([CH3:38])[C:27]([C:29]1[CH:34]=[CH:33][C:32](B(O)O)=[CH:31][CH:30]=1)=[O:28].C([O-])([O-])=O.[K+].[K+]. The catalyst is CN(C)C=O. (6) The reactants are [NH:1]([C:8](=[O:43])[C:9]([C:20]1[CH:42]=[CH:41][C:23]([C:24]([NH:26][C:27]2[CH:32]=[CH:31][CH:30]=[CH:29][C:28]=2[NH:33]C(=O)OC(C)(C)C)=[O:25])=[CH:22][CH:21]=1)([C:11]([NH:13][C:14]1[CH:19]=[CH:18][CH:17]=[CH:16][CH:15]=1)=[O:12])[CH3:10])[C:2]1[CH:7]=[CH:6][CH:5]=[CH:4][CH:3]=1.FC(F)(F)C(O)=O. The catalyst is C(Cl)Cl. The product is [NH2:33][C:28]1[CH:29]=[CH:30][CH:31]=[CH:32][C:27]=1[NH:26][C:24]([C:23]1[CH:41]=[CH:42][C:20]([C:9]([CH3:10])([C:8]([NH:1][C:2]2[CH:3]=[CH:4][CH:5]=[CH:6][CH:7]=2)=[O:43])[C:11]([NH:13][C:14]2[CH:19]=[CH:18][CH:17]=[CH:16][CH:15]=2)=[O:12])=[CH:21][CH:22]=1)=[O:25]. The yield is 0.840.